Dataset: NCI-60 drug combinations with 297,098 pairs across 59 cell lines. Task: Regression. Given two drug SMILES strings and cell line genomic features, predict the synergy score measuring deviation from expected non-interaction effect. Drug 1: CC1=CC=C(C=C1)C2=CC(=NN2C3=CC=C(C=C3)S(=O)(=O)N)C(F)(F)F. Drug 2: CCC1=C2CN3C(=CC4=C(C3=O)COC(=O)C4(CC)O)C2=NC5=C1C=C(C=C5)O. Cell line: HCT-15. Synergy scores: CSS=15.7, Synergy_ZIP=-3.61, Synergy_Bliss=3.19, Synergy_Loewe=-20.5, Synergy_HSA=2.20.